This data is from Full USPTO retrosynthesis dataset with 1.9M reactions from patents (1976-2016). The task is: Predict the reactants needed to synthesize the given product. (1) Given the product [S:2]1[C:6]2[CH2:7][C:8]3[CH:9]=[CH:10][CH:11]=[CH:12][C:13]=3[C:5]=2[N:4]=[C:3]1[NH:14][C:20]([C:16]1[S:15][CH:19]=[CH:18][CH:17]=1)=[O:21], predict the reactants needed to synthesize it. The reactants are: I.[S:2]1[C:6]2[CH2:7][C:8]3[CH:9]=[CH:10][CH:11]=[CH:12][C:13]=3[C:5]=2[N:4]=[C:3]1[NH2:14].[S:15]1[CH:19]=[CH:18][CH:17]=[C:16]1[C:20](Cl)=[O:21]. (2) The reactants are: Br[C:2]1[CH:9]=[CH:8][C:5]([C:6]#[N:7])=[CH:4][CH:3]=1.[CH:10]([C:13]1[CH:14]=[C:15]([OH:19])[CH:16]=[CH:17][CH:18]=1)([CH3:12])[CH3:11]. Given the product [CH:10]([C:13]1[CH:14]=[C:15]([CH:16]=[CH:17][CH:18]=1)[O:19][C:2]1[CH:9]=[CH:8][C:5]([C:6]#[N:7])=[CH:4][CH:3]=1)([CH3:12])[CH3:11], predict the reactants needed to synthesize it. (3) Given the product [Br:10][C:6]1[C:5]([F:8])=[CH:4][C:3]([OH:9])=[C:2]([F:1])[CH:7]=1, predict the reactants needed to synthesize it. The reactants are: [F:1][C:2]1[CH:7]=[CH:6][C:5]([F:8])=[CH:4][C:3]=1[OH:9].[Br:10]Br. (4) Given the product [F:47][C:14]1([N:7]2[C:6](=[O:26])[C:5]3[C:9](=[CH:10][CH:11]=[CH:12][C:4]=3[N+:1]([O-:3])=[O:2])[C:8]2=[O:13])[CH2:19][CH:18]([O:20][C:21](=[O:23])[CH3:22])[C:17](=[O:24])[NH:16][C:15]1=[O:25], predict the reactants needed to synthesize it. The reactants are: [N+:1]([C:4]1[CH:12]=[CH:11][CH:10]=[C:9]2[C:5]=1[C:6](=[O:26])[N:7]([CH:14]1[CH2:19][CH:18]([O:20][C:21](=[O:23])[CH3:22])[C:17](=[O:24])[NH:16][C:15]1=[O:25])[C:8]2=[O:13])([O-:3])=[O:2].C[Si]([N-][Si](C)(C)C)(C)C.[Na+].C1C=CC(S(N(S(C2C=CC=CC=2)(=O)=O)[F:47])(=O)=O)=CC=1. (5) The reactants are: [CH:1]([N:3]([CH2:16][C:17](=O)[CH3:18])[C:4]1[CH:13]=[CH:12][C:7]([C:8]([O:10][CH3:11])=[O:9])=[CH:6][C:5]=1[O:14][CH3:15])=O.C([O-])(=O)C.[NH4+:24].C(OCC)(=O)C.C(=O)([O-])O.[Na+]. Given the product [CH3:15][O:14][C:5]1[CH:6]=[C:7]([CH:12]=[CH:13][C:4]=1[N:3]1[CH:16]=[C:17]([CH3:18])[N:24]=[CH:1]1)[C:8]([O:10][CH3:11])=[O:9], predict the reactants needed to synthesize it.